This data is from Full USPTO retrosynthesis dataset with 1.9M reactions from patents (1976-2016). The task is: Predict the reactants needed to synthesize the given product. (1) Given the product [CH2:2]1[C:1]2[NH:8][C:9]3[C:10](=[CH:11][CH:12]=[CH:15][CH:16]=3)[C:4]=2[CH2:5][CH2:6][CH2:7]1, predict the reactants needed to synthesize it. The reactants are: [CH2:1]([NH:8][C:9]1[CH:16]=[CH:15][C:12](OC)=[CH:11][CH:10]=1)[C:2]1[CH:7]=[CH:6][CH:5]=[CH:4]C=1.[Br-].C([P+](C1C=CC=CC=1)(C1C=CC=CC=1)C1C=CC=CC=1)CCCCCC.C(C1CCCC(Br)C1=O)(OCC)=O.C(=O)(O)[O-].[Na+]. (2) Given the product [Cl:42][C:38]1[CH:37]=[C:36]([C:33]2[CH:32]=[CH:31][C:30]([CH2:29][N:19]([CH2:18][C@@H:17]([OH:43])[C:16]([OH:44])=[O:15])[NH:20][C:21]([C:23]3[O:27][N:26]=[C:25]([O:28][CH2:2][C:3]4[O:4][C:5](=[O:9])[O:6][C:7]=4[CH3:8])[CH:24]=3)=[O:22])=[CH:35][CH:34]=2)[CH:41]=[CH:40][CH:39]=1, predict the reactants needed to synthesize it. The reactants are: Cl[CH2:2][C:3]1[O:4][C:5](=[O:9])[O:6][C:7]=1[CH3:8].[Na+].[I-].O=C(C1C=CC=CC=1)C[O:15][C:16](=[O:44])[C@H:17]([OH:43])[CH2:18][N:19]([CH2:29][C:30]1[CH:35]=[CH:34][C:33]([C:36]2[CH:41]=[CH:40][CH:39]=[C:38]([Cl:42])[CH:37]=2)=[CH:32][CH:31]=1)[NH:20][C:21]([C:23]1[O:27][N:26]=[C:25]([OH:28])[CH:24]=1)=[O:22].C(=O)([O-])[O-].[Cs+].[Cs+].CC(O)=O. (3) Given the product [Cl:1][C:2]1[CH:7]=[CH:6][CH:5]=[CH:4][C:3]=1[C:8]1[C:12]([CH2:13][N:14]2[CH2:15][CH2:16][N:17]([C:21]([O:22][N:23]3[C:27](=[O:28])[CH2:26][CH2:25][C:24]3=[O:29])=[O:30])[CH2:18][CH2:19]2)=[CH:11][N:10]([CH3:20])[N:9]=1, predict the reactants needed to synthesize it. The reactants are: [Cl:1][C:2]1[CH:7]=[CH:6][CH:5]=[CH:4][C:3]=1[C:8]1[C:12]([CH2:13][N:14]2[CH2:19][CH2:18][NH:17][CH2:16][CH2:15]2)=[CH:11][N:10]([CH3:20])[N:9]=1.[C:21](=O)([O:30]N1C(=O)CCC1=O)[O:22][N:23]1[C:27](=[O:28])[CH2:26][CH2:25][C:24]1=[O:29].C(N(CC)CC)C. (4) Given the product [Cl:14][C:15]1[CH:20]=[CH:19][C:18]([C:21]2[NH:13][C:11]3[N:10]([N:9]=[C:8]([C:5]4[CH:4]=[CH:3][C:2]([Cl:1])=[CH:7][CH:6]=4)[N:12]=3)[C:23](=[O:24])[CH:22]=2)=[CH:17][C:16]=1[O:29][CH3:30], predict the reactants needed to synthesize it. The reactants are: [Cl:1][C:2]1[CH:7]=[CH:6][C:5]([C:8]2[N:12]=[C:11]([NH2:13])[NH:10][N:9]=2)=[CH:4][CH:3]=1.[Cl:14][C:15]1[CH:20]=[CH:19][C:18]([C:21](=O)[CH2:22][C:23](OCC)=[O:24])=[CH:17][C:16]=1[O:29][CH3:30].CC1C=CC(S(O)(=O)=O)=CC=1.